From a dataset of Reaction yield outcomes from USPTO patents with 853,638 reactions. Predict the reaction yield, written as a fraction of the theoretical maximum amount of product (1.0 means a 100% yield; for example, 0.34 means a 34% yield). (1) The reactants are O=[C:2]1[C:10]2C(=CC=CC=2)C(=O)[N:3]1[O:12][CH2:13][C:14]([O:16]C)=[O:15].O.NN.[F:21][C:22]1[C:31]([CH:32]([C:34]2[N:38]3[N:39]=[C:40](C(=O)C)[CH:41]=[CH:42][C:37]3=[N:36][N:35]=2)[CH3:33])=[C:30]([F:46])[CH:29]=[C:28]2[C:23]=1[CH:24]=[CH:25][CH:26]=[N:27]2.Cl. The catalyst is CO. The product is [F:21][C:22]1[C:31]([CH:32]([C:34]2[N:38]3[N:39]=[C:40](/[C:2](=[N:3]/[O:12][CH2:13][C:14]([OH:16])=[O:15])/[CH3:10])[CH:41]=[CH:42][C:37]3=[N:36][N:35]=2)[CH3:33])=[C:30]([F:46])[CH:29]=[C:28]2[C:23]=1[CH:24]=[CH:25][CH:26]=[N:27]2. The yield is 0.340. (2) The reactants are Br[CH2:2][C:3]([C:5]1[CH:10]=[CH:9][CH:8]=[CH:7][C:6]=1[N+:11]([O-:13])=[O:12])=O.[NH2:14][C:15]([NH2:17])=[S:16]. The catalyst is CCO. The product is [N+:11]([C:6]1[CH:7]=[CH:8][CH:9]=[CH:10][C:5]=1[C:3]1[N:14]=[C:15]([NH2:17])[S:16][CH:2]=1)([O-:13])=[O:12]. The yield is 1.00.